From a dataset of Catalyst prediction with 721,799 reactions and 888 catalyst types from USPTO. Predict which catalyst facilitates the given reaction. (1) Reactant: [H-].[Na+].[Br:3][C:4]1[C:5]([C:24]2[N:28]=[CH:27][NH:26][N:25]=2)=[C:6]([NH:9][C:10](=[O:23])[CH2:11][N:12]2[C:21]3[C:16](=[N:17][CH:18]=[CH:19][CH:20]=3)[CH2:15][CH2:14][C:13]2=[O:22])[S:7][CH:8]=1.I[CH3:30]. Product: [Br:3][C:4]1[C:5]([C:24]2[N:28]=[CH:27][N:26]([CH3:30])[N:25]=2)=[C:6]([NH:9][C:10](=[O:23])[CH2:11][N:12]2[C:21]3[C:16](=[N:17][CH:18]=[CH:19][CH:20]=3)[CH2:15][CH2:14][C:13]2=[O:22])[S:7][CH:8]=1. The catalyst class is: 18. (2) Reactant: [CH3:1][C:2]1[C:6](B(O)O)=[C:5]([CH3:10])[O:4][N:3]=1.[CH3:11][N:12]([C:22]1[CH:27]=[CH:26][C:25]([NH:28][C:29]([NH:31][C:32]2[CH:37]=[CH:36][CH:35]=[CH:34][CH:33]=2)=[O:30])=[CH:24][CH:23]=1)[S:13]([C:16]1[S:17][C:18](Br)=[CH:19][CH:20]=1)(=[O:15])=[O:14].C([O-])([O-])=O.[Na+].[Na+]. Product: [CH3:11][N:12]([C:22]1[CH:23]=[CH:24][C:25]([NH:28][C:29]([NH:31][C:32]2[CH:37]=[CH:36][CH:35]=[CH:34][CH:33]=2)=[O:30])=[CH:26][CH:27]=1)[S:13]([C:16]1[S:17][C:18]([C:6]2[C:2]([CH3:1])=[N:3][O:4][C:5]=2[CH3:10])=[CH:19][CH:20]=1)(=[O:15])=[O:14]. The catalyst class is: 104. (3) Reactant: Br[Zn][CH2:3][C:4]([O:6][CH2:7][CH3:8])=[O:5].[C:9]1(=[O:15])[CH2:14][CH2:13][CH2:12][CH2:11][CH2:10]1.Cl.C(OCC)(=O)C. Product: [CH2:7]([O:6][C:4](=[O:5])[CH2:3][C:9]1([OH:15])[CH2:14][CH2:13][CH2:12][CH2:11][CH2:10]1)[CH3:8]. The catalyst class is: 1. (4) Reactant: [I:1][C:2]1[CH:3]=[C:4]([CH:17]=[CH:18][CH:19]=1)[C:5]([NH:7][CH:8]([CH2:12][Si:13]([CH3:16])([CH3:15])[CH3:14])[C:9]([OH:11])=O)=[O:6].CN(C)C=O.Cl.[NH2:26][C:27]1([C:30]#[N:31])[CH2:29][CH2:28]1.CN1CCOCC1. Product: [C:30]([C:27]1([NH:26][C:9]([CH:8]([NH:7][C:5](=[O:6])[C:4]2[CH:17]=[CH:18][CH:19]=[C:2]([I:1])[CH:3]=2)[CH2:12][Si:13]([CH3:16])([CH3:15])[CH3:14])=[O:11])[CH2:29][CH2:28]1)#[N:31]. The catalyst class is: 6. (5) Reactant: [O:1]=[C:2]1[CH2:10][C:9]([CH3:12])([CH3:11])[CH2:8][C:7]2[NH:6][CH:5]=[C:4]([C:13]([OH:15])=O)[C:3]1=2.C(N(CC)CC)C.ClC(OCC)=O.[F:29][C:30]1[CH:36]=[CH:35][CH:34]=[CH:33][C:31]=1[NH2:32].Cl. Product: [F:29][C:30]1[CH:36]=[CH:35][CH:34]=[CH:33][C:31]=1[NH:32][C:13]([C:4]1[C:3]2[C:2](=[O:1])[CH2:10][C:9]([CH3:11])([CH3:12])[CH2:8][C:7]=2[NH:6][CH:5]=1)=[O:15]. The catalyst class is: 9. (6) Reactant: [Cl:1][C:2]1[CH:3]=[C:4]([C:19]2[CH:24]=[CH:23][CH:22]=[CH:21][CH:20]=2)[C:5]2[N:9]=[C:8]([C:10]3([C:16]#[N:17])[CH2:15][CH2:14][NH:13][CH2:12][CH2:11]3)[NH:7][C:6]=2[CH:18]=1.[C:25](O[C:25]([O:27][C:28]([CH3:31])([CH3:30])[CH3:29])=[O:26])([O:27][C:28]([CH3:31])([CH3:30])[CH3:29])=[O:26]. Product: [Cl:1][C:2]1[CH:3]=[C:4]([C:19]2[CH:24]=[CH:23][CH:22]=[CH:21][CH:20]=2)[C:5]2[N:9]=[C:8]([C:10]3([C:16]#[N:17])[CH2:15][CH2:14][N:13]([C:25]([O:27][C:28]([CH3:31])([CH3:30])[CH3:29])=[O:26])[CH2:12][CH2:11]3)[NH:7][C:6]=2[CH:18]=1. The catalyst class is: 1. (7) Reactant: [Br:1][C:2]1[CH:3]=[C:4]2[C:8](=[CH:9][CH:10]=1)[N:7](C1CCCCO1)[N:6]=[C:5]2[C:17]1[N:22]=[C:21]([O:23][C@H:24]2[CH2:31][N:30](C(OC(C)(C)C)=O)[CH2:29][CH2:28][C:25]32[CH2:27][CH2:26]3)[CH:20]=[N:19][CH:18]=1.[ClH:39]. Product: [ClH:39].[ClH:39].[CH2:27]1[C:25]2([CH2:28][CH2:29][NH:30][CH2:31][C@@H:24]2[O:23][C:21]2[N:22]=[C:17]([C:5]3[C:4]4[C:8](=[CH:9][CH:10]=[C:2]([Br:1])[CH:3]=4)[NH:7][N:6]=3)[CH:18]=[N:19][CH:20]=2)[CH2:26]1. The catalyst class is: 23. (8) Reactant: [NH2:1][C:2]1[N:6]([CH3:7])[C:5]([CH3:8])=[N:4][C:3]=1[C:9]#N.[CH3:11][C:12]1[CH:17]=[CH:16][C:15]([Mg]Br)=[CH:14][CH:13]=1.Cl.[OH-:21].[Na+]. Product: [NH2:1][C:2]1[N:6]([CH3:7])[C:5]([CH3:8])=[N:4][C:3]=1[C:9]([C:15]1[CH:16]=[CH:17][C:12]([CH3:11])=[CH:13][CH:14]=1)=[O:21]. The catalyst class is: 7. (9) Reactant: [CH2:1]([NH:3][C:4](=[O:45])[CH:5]([NH:15][C:16]([C:18]1[CH:22]=[C:21]([C:23]2[CH:28]=[C:27]([O:29][C:30]3[CH:35]=[CH:34][CH:33]=[C:32]([NH:36][C:37]([C:39]4[O:40][CH:41]=[CH:42][C:43]=4[CH3:44])=[O:38])[CH:31]=3)[CH:26]=[CH:25][N:24]=2)[NH:20][CH:19]=1)=[O:17])[CH2:6][CH2:7][C:8]([O:10]C(C)(C)C)=[O:9])[CH3:2].C(O)(C(F)(F)F)=O. Product: [CH2:1]([NH:3][C:4](=[O:45])[CH:5]([NH:15][C:16]([C:18]1[CH:22]=[C:21]([C:23]2[CH:28]=[C:27]([O:29][C:30]3[CH:35]=[CH:34][CH:33]=[C:32]([NH:36][C:37]([C:39]4[O:40][CH:41]=[CH:42][C:43]=4[CH3:44])=[O:38])[CH:31]=3)[CH:26]=[CH:25][N:24]=2)[NH:20][CH:19]=1)=[O:17])[CH2:6][CH2:7][C:8]([OH:10])=[O:9])[CH3:2]. The catalyst class is: 2.